This data is from Catalyst prediction with 721,799 reactions and 888 catalyst types from USPTO. The task is: Predict which catalyst facilitates the given reaction. Reactant: [C:1]([C:5]1[CH:9]=[C:8]([NH2:10])[N:7]([C:11]2[CH:16]=[CH:15][C:14]([CH3:17])=[CH:13][CH:12]=2)[N:6]=1)([CH3:4])([CH3:3])[CH3:2].C1N=CN([C:23](N2C=NC=C2)=[O:24])C=1.[NH2:30][C:31]1[C:40]2[C:35](=[CH:36][CH:37]=[CH:38][CH:39]=2)[C:34]([O:41][CH2:42][C:43]([C:46]2[CH:51]=[CH:50][N:49]=[C:48]([NH:52][C:53](=[O:59])[O:54][C:55]([CH3:58])([CH3:57])[CH3:56])[CH:47]=2)([CH3:45])[CH3:44])=[CH:33][CH:32]=1. Product: [C:1]([C:5]1[CH:9]=[C:8]([NH:10][C:23](=[O:24])[NH:30][C:31]2[C:40]3[C:35](=[CH:36][CH:37]=[CH:38][CH:39]=3)[C:34]([O:41][CH2:42][C:43]([C:46]3[CH:51]=[CH:50][N:49]=[C:48]([NH:52][C:53](=[O:59])[O:54][C:55]([CH3:58])([CH3:57])[CH3:56])[CH:47]=3)([CH3:45])[CH3:44])=[CH:33][CH:32]=2)[N:7]([C:11]2[CH:12]=[CH:13][C:14]([CH3:17])=[CH:15][CH:16]=2)[N:6]=1)([CH3:4])([CH3:3])[CH3:2]. The catalyst class is: 2.